Dataset: Cav3 T-type calcium channel HTS with 100,875 compounds. Task: Binary Classification. Given a drug SMILES string, predict its activity (active/inactive) in a high-throughput screening assay against a specified biological target. (1) The result is 0 (inactive). The drug is s1c(c2nn(nn2)CC(=O)N(CC(=O)NCC2OCCC2)Cc2c(F)cccc2)ccc1. (2) The molecule is S(=O)(=O)(N(CC(=O)NC1CC1)C)c1c(OC)ccc(c1)C. The result is 0 (inactive).